Task: Predict which catalyst facilitates the given reaction.. Dataset: Catalyst prediction with 721,799 reactions and 888 catalyst types from USPTO (1) Reactant: [CH2:1]([N:8]1[CH:13]2[CH2:14][CH2:15][CH:9]1[CH2:10][CH:11]([NH2:16])[CH2:12]2)[C:2]1[CH:7]=[CH:6][CH:5]=[CH:4][CH:3]=1.CCN(C(C)C)C(C)C.F[C:27]1[CH:32]=[CH:31][CH:30]=[CH:29][C:28]=1[N+:33]([O-:35])=[O:34]. Product: [CH2:1]([N:8]1[CH:9]2[CH2:15][CH2:14][CH:13]1[CH2:12][CH:11]([NH:16][C:27]1[CH:32]=[CH:31][CH:30]=[CH:29][C:28]=1[N+:33]([O-:35])=[O:34])[CH2:10]2)[C:2]1[CH:3]=[CH:4][CH:5]=[CH:6][CH:7]=1. The catalyst class is: 296. (2) Reactant: C[O:2][C:3]([C:5]1[S:13][C:12]2[C:7](=[N:8][CH:9]=[CH:10][CH:11]=2)[C:6]=1[Br:14])=[O:4].O[Li].O. Product: [Br:14][C:6]1[C:7]2=[N:8][CH:9]=[CH:10][CH:11]=[C:12]2[S:13][C:5]=1[C:3]([OH:4])=[O:2]. The catalyst class is: 20. (3) Reactant: [Cl:1][C:2]1[CH:3]=[C:4]([CH:8]=[CH:9][CH:10]=1)[C:5](Cl)=[O:6].[NH2:11][C:12]1[CH:17]=[CH:16][C:15]([N+:18]([O-:20])=[O:19])=[CH:14][N:13]=1. Product: [Cl:1][C:2]1[CH:3]=[C:4]([CH:8]=[CH:9][CH:10]=1)[C:5]([NH:11][C:12]1[CH:17]=[CH:16][C:15]([N+:18]([O-:20])=[O:19])=[CH:14][N:13]=1)=[O:6]. The catalyst class is: 17. (4) Reactant: [Cl-].[Cl-].[CH-:3]1[CH:7]=[CH:6][CH:5]=[CH:4]1.[CH-:8]1[CH:12]=[CH:11][CH:10]=[CH:9]1.[Ti+2:13].C[Li].ClC1C=C(C(OCC2(C3C=CC(F)=CC=3)CCN(C(OC(C)(C)C)=O)CC2)=O)C2C(=CN(COCC[Si](C)(C)C)N=2)C=1.C1(N(C)C2CCCCC2)CCCCC1. Product: [CH-:3]1[CH:7]=[CH:6][CH:5]=[CH:4]1.[CH-:8]1[CH:12]=[CH:11][CH:10]=[CH:9]1.[Ti+2:13]. The catalyst class is: 11. (5) Reactant: [Br:1][C:2]1[CH:7]=[CH:6][C:5]([CH2:8][C:9]([N:11]([CH2:18][CH2:19][C:20]2[CH:25]=[CH:24][CH:23]=[C:22]([O:26][CH3:27])[CH:21]=2)[C:12]2[CH:17]=[CH:16][CH:15]=[CH:14][CH:13]=2)=O)=[CH:4][CH:3]=1.[I-].[K+].[BH4-].[Na+]. Product: [Br:1][C:2]1[CH:7]=[CH:6][C:5]([CH2:8][CH:9]2[C:25]3[C:20](=[CH:21][C:22]([O:26][CH3:27])=[CH:23][CH:24]=3)[CH2:19][CH2:18][N:11]2[C:12]2[CH:17]=[CH:16][CH:15]=[CH:14][CH:13]=2)=[CH:4][CH:3]=1. The catalyst class is: 286. (6) Reactant: [CH2:1]([Zn])[C:2]([CH3:5])([CH3:4])[CH3:3].C1COCC1.I[C:13]1[CH:14]=[C:15]2[C:20](=[CH:21][CH:22]=1)[O:19][CH2:18][CH2:17][C@@H:16]2[NH:23]C(=O)OC(C)(C)C. Product: [CH2:1]([C:13]1[CH:14]=[C:15]2[C:20](=[CH:21][CH:22]=1)[O:19][CH2:18][CH2:17][C@@H:16]2[NH2:23])[C:2]([CH3:5])([CH3:4])[CH3:3]. The catalyst class is: 140. (7) Reactant: [Br:1][C:2]1[CH:7]=[C:6]([C:8]([CH3:11])([CH3:10])[CH3:9])[NH:5][C:4](=[O:12])[CH:3]=1.[CH:13]1[CH:18]=[CH:17][C:16]([CH2:19]Br)=[CH:15][CH:14]=1. Product: [CH2:19]([O:12][C:4]1[CH:3]=[C:2]([Br:1])[CH:7]=[C:6]([C:8]([CH3:9])([CH3:11])[CH3:10])[N:5]=1)[C:16]1[CH:17]=[CH:18][CH:13]=[CH:14][CH:15]=1. The catalyst class is: 48.